Dataset: KCNQ2 potassium channel screen with 302,405 compounds. Task: Binary Classification. Given a drug SMILES string, predict its activity (active/inactive) in a high-throughput screening assay against a specified biological target. The drug is O\C(=C1/C(N(CCN(C)C)C(=O)C1=O)c1ccncc1)c1c(c([nH]c1C)C(OCC)=O)C. The result is 0 (inactive).